Task: Predict the reaction yield, written as a fraction of the theoretical maximum amount of product (1.0 means a 100% yield; for example, 0.34 means a 34% yield).. Dataset: Reaction yield outcomes from USPTO patents with 853,638 reactions (1) The reactants are [OH:1][C:2]1[CH:7]=[CH:6][C:5]([C:8]([C:18]2[CH:23]=[CH:22][C:21]([OH:24])=[CH:20][CH:19]=2)=[C:9]([C:12]2[CH:17]=[CH:16][CH:15]=[CH:14][CH:13]=2)[CH2:10][CH3:11])=[CH:4][CH:3]=1.O[CH2:26][C@@H:27]1[CH2:31][CH2:30][CH2:29][N:28]1[C:32]([O:34][C:35]([CH3:38])([CH3:37])[CH3:36])=[O:33].C1C=CC(P(C2C=CC=CC=2)C2C=CC=CC=2)=CC=1.CC(OC(/N=N/C(OC(C)C)=O)=O)C. The catalyst is C1COCC1. The product is [OH:1][C:2]1[CH:7]=[CH:6][C:5]([C:8]([C:18]2[CH:19]=[CH:20][C:21]([O:24][CH2:26][C@@H:27]3[CH2:31][CH2:30][CH2:29][N:28]3[C:32]([O:34][C:35]([CH3:36])([CH3:38])[CH3:37])=[O:33])=[CH:22][CH:23]=2)=[C:9]([C:12]2[CH:17]=[CH:16][CH:15]=[CH:14][CH:13]=2)[CH2:10][CH3:11])=[CH:4][CH:3]=1. The yield is 0.510. (2) The reactants are [CH:1]1([N:4]2[CH:8]=[N:7][N:6]=[C:5]2[C:9]2[CH:14]=[CH:13][N:12]=[CH:11][CH:10]=2)[CH2:3][CH2:2]1.[CH2:15]=[O:16]. No catalyst specified. The product is [CH:1]1([N:4]2[C:5]([C:9]3[CH:10]=[CH:11][N:12]=[CH:13][CH:14]=3)=[N:6][N:7]=[C:8]2[CH2:15][OH:16])[CH2:3][CH2:2]1. The yield is 0.850. (3) The reactants are Cl[C:2]1[C:7]([C:8]#[N:9])=[CH:6][N:5]=[C:4]([S:10][CH3:11])[N:3]=1.[NH2:12][C@@H:13]1[CH2:18][CH2:17][C@H:16]([OH:19])[C:15]([CH3:21])([CH3:20])[CH2:14]1.CCN(C(C)C)C(C)C. The catalyst is C(O)(C)C. The product is [OH:19][C@H:16]1[CH2:17][CH2:18][C@@H:13]([NH:12][C:2]2[C:7]([C:8]#[N:9])=[CH:6][N:5]=[C:4]([S:10][CH3:11])[N:3]=2)[CH2:14][C:15]1([CH3:21])[CH3:20]. The yield is 0.720. (4) The product is [C:1]1([N:7]2[C:31]([C:28]3[CH:29]=[C:30]4[C:25](=[CH:26][CH:27]=3)[N:24]=[CH:23][CH:22]=[C:21]4[C:18]3[CH:17]=[CH:16][N:15]=[CH:20][CH:19]=3)=[CH:32][C:33](=[O:34])[NH:8]2)[CH:6]=[CH:5][CH:4]=[CH:3][CH:2]=1. The reactants are [C:1]1([NH:7][NH2:8])[CH:6]=[CH:5][CH:4]=[CH:3][CH:2]=1.CC(C)([O-])C.[K+].[N:15]1[CH:20]=[CH:19][C:18]([C:21]2[C:30]3[C:25](=[CH:26][CH:27]=[C:28]([C:31]#[C:32][C:33](OCC)=[O:34])[CH:29]=3)[N:24]=[CH:23][CH:22]=2)=[CH:17][CH:16]=1. The yield is 0.0600. The catalyst is C1COCC1. (5) The reactants are C(O[C:6](=[O:26])[NH:7][C@@H:8]([CH2:14][NH:15][C:16]([O:18][CH2:19][C:20]1[CH:25]=[CH:24][CH:23]=[CH:22][CH:21]=1)=[O:17])[C@@H:9]([OH:13])[C:10]#[C:11][CH3:12])(C)(C)C.C(O)(C(F)(F)F)=O.C(N(CC)C(C)C)(C)C.C1C=CC2N(O)N=NC=2C=1.[C:53]([NH:60][C@H:61](C(O)=O)[CH2:62][CH2:63][S:64][CH3:65])([O:55][C:56]([CH3:59])([CH3:58])[CH3:57])=[O:54].F[P-](F)(F)(F)(F)F.N1(O[P+](N(C)C)(N(C)C)N(C)C)C2C=CC=CC=2N=N1. The catalyst is C(Cl)Cl. The product is [CH2:19]([O:18][C:16](=[O:17])[NH:15][CH2:14][C@H:8]([NH:7][C:6](=[O:26])[C@@H:61]([NH:60][C:53]([O:55][C:56]([CH3:59])([CH3:58])[CH3:57])=[O:54])[CH2:62][CH2:63][S:64][CH3:65])[C@@H:9]([OH:13])[C:10]#[C:11][CH3:12])[C:20]1[CH:21]=[CH:22][CH:23]=[CH:24][CH:25]=1. The yield is 0.780. (6) The reactants are [Cl:1][C:2]1[CH:3]=[C:4]2[C:8](=[CH:9][CH:10]=1)[NH:7][C:6]([CH3:11])=[CH:5]2.C([BH3-])#N.[Na+]. The catalyst is C(O)(=O)C.C(OCC)(=O)C. The product is [Cl:1][C:2]1[CH:3]=[C:4]2[C:8](=[CH:9][CH:10]=1)[NH:7][CH:6]([CH3:11])[CH2:5]2. The yield is 1.00. (7) The reactants are CCCCCC.C([Li])CCC.[F:12][C:13]1[CH:21]=[CH:20][C:16]2[S:17][CH:18]=[CH:19][C:15]=2[CH:14]=1.[Br:22][C:23]1[C:32]2[C:27](=[CH:28][CH:29]=[CH:30][CH:31]=2)[CH:26]=[C:25]([CH:33]=[O:34])[CH:24]=1.[Cl-].[NH4+]. The catalyst is C1COCC1. The product is [Br:22][C:23]1[C:32]2[C:27](=[CH:28][CH:29]=[CH:30][CH:31]=2)[CH:26]=[C:25]([CH:33]([C:18]2[S:17][C:16]3[CH:20]=[CH:21][C:13]([F:12])=[CH:14][C:15]=3[CH:19]=2)[OH:34])[CH:24]=1. The yield is 0.690.